From a dataset of Catalyst prediction with 721,799 reactions and 888 catalyst types from USPTO. Predict which catalyst facilitates the given reaction. (1) Reactant: [C:1]([O:5][C:6]([NH:8][C@H:9]([C:17]([O:19][CH:20]1[CH2:24][CH2:23][CH2:22][CH2:21]1)=[O:18])[CH2:10][CH:11]1[CH2:16][CH2:15][NH:14][CH2:13][CH2:12]1)=[O:7])([CH3:4])([CH3:3])[CH3:2].O=[CH:26][CH2:27][NH:28][C:29](=[O:38])[O:30][CH2:31][C:32]1[CH:37]=[CH:36][CH:35]=[CH:34][CH:33]=1. Product: [CH2:31]([O:30][C:29]([NH:28][CH2:27][CH2:26][N:14]1[CH2:15][CH2:16][CH:11]([CH2:10][C@@H:9]([C:17]([O:19][CH:20]2[CH2:21][CH2:22][CH2:23][CH2:24]2)=[O:18])[NH:8][C:6]([O:5][C:1]([CH3:4])([CH3:2])[CH3:3])=[O:7])[CH2:12][CH2:13]1)=[O:38])[C:32]1[CH:37]=[CH:36][CH:35]=[CH:34][CH:33]=1. The catalyst class is: 26. (2) Reactant: Br[C:2]1[C:3]([CH3:31])=[C:4]([CH:28]=[CH:29][CH:30]=1)[CH2:5][NH:6][C:7]1[N:12]=[C:11]([NH:13][CH2:14][CH:15]2[CH2:20][CH2:19][CH:18]([NH:21][C:22](=[O:24])[CH3:23])[CH2:17][CH2:16]2)[C:10]([N+:25]([O-:27])=[O:26])=[CH:9][N:8]=1.Cl.[NH2:33][CH2:34][C:35]1[CH:36]=[C:37](B(O)O)[CH:38]=[CH:39][CH:40]=1.C(=O)([O-])[O-].[K+].[K+].C(COC)OC. Product: [NH2:33][CH2:34][C:35]1[CH:36]=[C:37]([C:2]2[CH:30]=[CH:29][CH:28]=[C:4]([CH2:5][NH:6][C:7]3[N:12]=[C:11]([NH:13][CH2:14][CH:15]4[CH2:16][CH2:17][CH:18]([NH:21][C:22](=[O:24])[CH3:23])[CH2:19][CH2:20]4)[C:10]([N+:25]([O-:27])=[O:26])=[CH:9][N:8]=3)[C:3]=2[CH3:31])[CH:38]=[CH:39][CH:40]=1. The catalyst class is: 103. (3) Reactant: C(C1C=CC([C:11]2[N:16]=[C:15]([C:17]3[CH:22]=[CH:21][C:20]([C:23]([CH3:26])([CH3:25])[CH3:24])=[CH:19][CH:18]=3)[N:14]=[C:13]([C:27]3[CH:32]=[C:31]([CH2:33][CH2:34][CH2:35][CH2:36][CH2:37][CH3:38])[C:30]([OH:39])=[CH:29][C:28]=3[OH:40])[N:12]=2)=CC=1)(C)(C)C.C(=O)([O-])[O-].[K+].[K+].[I-].[K+].Cl[CH2:50][C:51]([O:53][CH2:54][CH3:55])=[O:52]. Product: [C:23]([C:20]1[CH:19]=[CH:18][C:17]([C:15]2[NH:14][C:13]([C:17]3[CH:22]=[CH:21][C:20]([C:23]([CH3:26])([CH3:25])[CH3:24])=[CH:19][CH:18]=3)([C:27]3[CH:32]=[C:31]([CH2:33][CH2:34][CH2:35][CH2:36][CH2:37][CH3:38])[C:30]([O:39][CH2:50][C:51]([O:53][CH2:54][CH3:55])=[O:52])=[CH:29][C:28]=3[OH:40])[N:12]=[CH:11][N:16]=2)=[CH:22][CH:21]=1)([CH3:24])([CH3:25])[CH3:26]. The catalyst class is: 21. (4) Reactant: [CH2:1]([C:8]1[CH:9]=[N:10][C:11]2[C:16]([C:17]=1[C:18]1[CH:19]=[C:20]([OH:24])[CH:21]=[CH:22][CH:23]=1)=[CH:15][CH:14]=[CH:13][C:12]=2[Cl:25])[C:2]1[CH:7]=[CH:6][CH:5]=[CH:4][CH:3]=1.[H-].[Na+].[Br:28][C:29]1[CH:30]=[C:31]([CH:34]=[C:35](F)[CH:36]=1)[C:32]#[N:33]. Product: [CH2:1]([C:8]1[CH:9]=[N:10][C:11]2[C:16]([C:17]=1[C:18]1[CH:19]=[C:20]([CH:21]=[CH:22][CH:23]=1)[O:24][C:35]1[CH:34]=[C:31]([CH:30]=[C:29]([Br:28])[CH:36]=1)[C:32]#[N:33])=[CH:15][CH:14]=[CH:13][C:12]=2[Cl:25])[C:2]1[CH:3]=[CH:4][CH:5]=[CH:6][CH:7]=1. The catalyst class is: 37. (5) Reactant: [CH3:1][O:2][C:3](=[O:17])[C:4]1[CH:9]=[CH:8][CH:7]=[C:6]([N+:10]([O-])=O)[C:5]=1[C:13]([O:15][CH3:16])=[O:14].[H][H]. Product: [CH3:1][O:2][C:3](=[O:17])[C:4]1[CH:9]=[CH:8][CH:7]=[C:6]([NH2:10])[C:5]=1[C:13]([O:15][CH3:16])=[O:14]. The catalyst class is: 78. (6) Reactant: Br[C:2]1[CH:7]=[CH:6][C:5]([S:8]([CH3:11])(=[O:10])=[O:9])=[CH:4][N:3]=1.C(N(CC)CC)C.O.[NH2:20][NH2:21]. Product: [NH:20]([C:2]1[CH:7]=[CH:6][C:5]([S:8]([CH3:11])(=[O:10])=[O:9])=[CH:4][N:3]=1)[NH2:21]. The catalyst class is: 6.